This data is from Catalyst prediction with 721,799 reactions and 888 catalyst types from USPTO. The task is: Predict which catalyst facilitates the given reaction. Reactant: Cl.[CH3:2][O:3][C:4]([C:6]1[CH:7]=[CH:8][C:9]2[CH2:15][CH2:14][CH2:13][CH:12]([NH:16][CH2:17][C@H:18]([OH:27])[CH2:19][O:20][C:21]3[CH:26]=[CH:25][CH:24]=[CH:23][CH:22]=3)[CH2:11][C:10]=2[CH:28]=1)=[O:5].[C:29](O[C:29]([O:31][C:32]([CH3:35])([CH3:34])[CH3:33])=[O:30])([O:31][C:32]([CH3:35])([CH3:34])[CH3:33])=[O:30]. Product: [CH3:2][O:3][C:4]([C:6]1[CH:7]=[CH:8][C:9]2[CH2:15][CH2:14][CH2:13][CH:12]([N:16]([C:29]([O:31][C:32]([CH3:35])([CH3:34])[CH3:33])=[O:30])[CH2:17][C@H:18]([OH:27])[CH2:19][O:20][C:21]3[CH:22]=[CH:23][CH:24]=[CH:25][CH:26]=3)[CH2:11][C:10]=2[CH:28]=1)=[O:5]. The catalyst class is: 7.